Dataset: TCR-epitope binding with 47,182 pairs between 192 epitopes and 23,139 TCRs. Task: Binary Classification. Given a T-cell receptor sequence (or CDR3 region) and an epitope sequence, predict whether binding occurs between them. The epitope is SQASSRSSSR. The TCR CDR3 sequence is CASSSGAAGGAEQFF. Result: 0 (the TCR does not bind to the epitope).